Dataset: Catalyst prediction with 721,799 reactions and 888 catalyst types from USPTO. Task: Predict which catalyst facilitates the given reaction. (1) Reactant: [CH2:1]([C@H:8]1[N:13]([C:14]([C:16]2[N:17]=[CH:18][N:19]([C@H:27]([CH2:30][C:31]3[CH:36]=[CH:35][CH:34]=[CH:33][CH:32]=3)[CH2:28][OH:29])[C:20]=2[C:21]2[CH:26]=[CH:25][CH:24]=[CH:23][CH:22]=2)=[O:15])[CH2:12][CH2:11][N:10]([C:37]([O:39][C:40]([CH3:43])([CH3:42])[CH3:41])=[O:38])[CH2:9]1)[C:2]1[CH:7]=[CH:6][CH:5]=[CH:4][CH:3]=1.[H-].[Na+].CI.[C:48](=O)(O)[O-].[Na+]. Product: [CH2:1]([C@H:8]1[N:13]([C:14]([C:16]2[N:17]=[CH:18][N:19]([C@H:27]([CH2:30][C:31]3[CH:36]=[CH:35][CH:34]=[CH:33][CH:32]=3)[CH2:28][O:29][CH3:48])[C:20]=2[C:21]2[CH:26]=[CH:25][CH:24]=[CH:23][CH:22]=2)=[O:15])[CH2:12][CH2:11][N:10]([C:37]([O:39][C:40]([CH3:43])([CH3:42])[CH3:41])=[O:38])[CH2:9]1)[C:2]1[CH:7]=[CH:6][CH:5]=[CH:4][CH:3]=1. The catalyst class is: 1. (2) The catalyst class is: 4. Reactant: C(N(CC)CC)C.[C:8]1([CH3:30])[CH:13]=[C:12]([CH3:14])[CH:11]=[C:10]([CH3:15])[C:9]=1[C:16]1[C:17]([CH3:29])=[N:18][N:19]2[C:24]3[NH:25][CH2:26][CH2:27][C:23]=3[C:22]([CH3:28])=[N:21][C:20]=12.[CH2:31]([S:35](Cl)(=[O:37])=[O:36])[CH2:32][CH2:33][CH3:34].O. Product: [CH2:31]([S:35]([N:25]1[C:24]2[N:19]3[N:18]=[C:17]([CH3:29])[C:16]([C:9]4[C:8]([CH3:30])=[CH:13][C:12]([CH3:14])=[CH:11][C:10]=4[CH3:15])=[C:20]3[N:21]=[C:22]([CH3:28])[C:23]=2[CH2:27][CH2:26]1)(=[O:37])=[O:36])[CH2:32][CH2:33][CH3:34]. (3) Reactant: F[C:2]1[CH:3]=[N:4][CH:5]=[CH:6][C:7]=1[C:8]1[S:9][C:10]2[CH:16]=[CH:15][C:14]([C:17]([F:20])([F:19])[F:18])=[CH:13][C:11]=2[N:12]=1.[C:21](=O)([O-])[O-:22].[K+].[K+].CO. Product: [CH3:21][O:22][C:2]1[CH:3]=[N:4][CH:5]=[CH:6][C:7]=1[C:8]1[S:9][C:10]2[CH:16]=[CH:15][C:14]([C:17]([F:20])([F:19])[F:18])=[CH:13][C:11]=2[N:12]=1. The catalyst class is: 6. (4) Product: [F:1][C:2]([F:7])([F:6])[C:3]([OH:5])=[O:4].[NH2:25][C:22]1[C:23]2[C:18](=[CH:17][CH:16]=[C:15]([CH2:14][N:11]3[CH2:12][CH2:13][C@@H:9]([NH:8][S:45]([C:37]4[S:36][C:44]5[C:39](=[N:40][CH:41]=[CH:42][CH:43]=5)[CH:38]=4)(=[O:46])=[O:47])[C:10]3=[O:26])[CH:24]=2)[CH:19]=[CH:20][N:21]=1. Reactant: [F:1][C:2]([F:7])([F:6])[C:3]([OH:5])=[O:4].[NH2:8][C@@H:9]1[CH2:13][CH2:12][N:11]([CH2:14][C:15]2[CH:24]=[C:23]3[C:18]([CH:19]=[CH:20][N:21]=[C:22]3[NH2:25])=[CH:17][CH:16]=2)[C:10]1=[O:26].C(N(C(C)C)CC)(C)C.[S:36]1[C:44]2[C:39](=[N:40][CH:41]=[CH:42][CH:43]=2)[CH:38]=[C:37]1[S:45](Cl)(=[O:47])=[O:46].O. The catalyst class is: 10. (5) Product: [Cl:21][C:22]1[CH:27]=[CH:26][N:25]=[C:24]([NH:28][C:29](=[O:34])[C:30]([CH3:33])([CH3:31])[CH3:32])[C:23]=1[CH:35]([OH:36])[CH2:14][C:13]([O:16][C:17]([CH3:20])([CH3:19])[CH3:18])=[O:15]. The catalyst class is: 20. Reactant: C(NC(C)C)(C)C.C([Li])CCC.[C:13]([O:16][C:17]([CH3:20])([CH3:19])[CH3:18])(=[O:15])[CH3:14].[Cl:21][C:22]1[CH:27]=[CH:26][N:25]=[C:24]([NH:28][C:29](=[O:34])[C:30]([CH3:33])([CH3:32])[CH3:31])[C:23]=1[CH:35]=[O:36]. (6) Reactant: [C:1]([CH2:3][C:4]([NH:6][C:7]1[CH:8]=[N:9][CH:10]=[CH:11][C:12]=1[N:13]1[CH2:18][CH2:17][N:16]([CH3:19])[CH2:15][CH2:14]1)=O)#[N:2].C([O-])(=O)C.[Na+].ClC(Cl)(Cl)[C:27]#[N:28].[OH2:31].[NH2:32][NH2:33]. Product: [NH2:2][C:1]1[C:3]([C:4]([NH:6][C:7]2[CH:8]=[N:9][CH:10]=[CH:11][C:12]=2[N:13]2[CH2:18][CH2:17][N:16]([CH3:19])[CH2:15][CH2:14]2)=[O:31])=[C:27]([NH2:28])[NH:33][N:32]=1. The catalyst class is: 8.